From a dataset of Reaction yield outcomes from USPTO patents with 853,638 reactions. Predict the reaction yield, written as a fraction of the theoretical maximum amount of product (1.0 means a 100% yield; for example, 0.34 means a 34% yield). (1) The reactants are [OH:1][CH2:2][C:3]1[CH:4]=[C:5]([CH:8]=[CH:9][CH:10]=1)[C:6]#[N:7].[C:11](O[C:11]([O:13][C:14]([CH3:17])([CH3:16])[CH3:15])=[O:12])([O:13][C:14]([CH3:17])([CH3:16])[CH3:15])=[O:12].[BH4-].[Na+]. The catalyst is CO.C1COCC1.[Ni](Cl)Cl. The product is [OH:1][CH2:2][C:3]1[CH:4]=[C:5]([CH2:6][NH:7][C:11](=[O:12])[O:13][C:14]([CH3:17])([CH3:16])[CH3:15])[CH:8]=[CH:9][CH:10]=1. The yield is 0.700. (2) The reactants are CC(OI1(OC(C)=O)(OC(C)=O)OC(=O)C2C=CC=CC1=2)=O.[Cl:23][C:24]1[CH:29]=[CH:28][C:27]([C@H:30]([NH:33][C:34](=[O:40])[O:35][C:36]([CH3:39])([CH3:38])[CH3:37])[CH2:31][CH3:32])=[C:26]([F:41])[C:25]=1[CH:42]([OH:51])[C:43]1[CH:44]=[N:45][C:46]([S:49][CH3:50])=[N:47][CH:48]=1. The catalyst is C(Cl)Cl. The product is [Cl:23][C:24]1[CH:29]=[CH:28][C:27]([C@H:30]([NH:33][C:34](=[O:40])[O:35][C:36]([CH3:39])([CH3:38])[CH3:37])[CH2:31][CH3:32])=[C:26]([F:41])[C:25]=1[C:42]([C:43]1[CH:44]=[N:45][C:46]([S:49][CH3:50])=[N:47][CH:48]=1)=[O:51]. The yield is 0.00520. (3) The reactants are C(N(CC)CC)C.[C:8]1([S:14](Cl)(=[O:16])=[O:15])[CH:13]=[CH:12][CH:11]=[CH:10][CH:9]=1.[NH2:18][C:19]1[CH:28]=[CH:27][C:26]2[NH:25][C:24](=[O:29])[C:23]3[NH:30][CH:31]=[CH:32][C:22]=3[C:21]=2[CH:20]=1.[CH2:33]([C:35]([O-:37])=[O:36])[CH3:34]. The catalyst is CN(C)C=O. The product is [C:8]1([S:14]([NH:18][C:19]2[CH:28]=[CH:27][C:26]3[NH:25][C:24](=[O:29])[C:23]4[NH:30][CH:31]=[CH:32][C:22]=4[C:21]=3[CH:20]=2)(=[O:16])=[O:15])[CH:13]=[CH:12][CH:11]=[CH:10][CH:9]=1.[CH2:33]([C:35]([O-:37])=[O:36])[CH3:34]. The yield is 0.570. (4) The reactants are [N+:1]([C:4]1[CH:15]=[CH:14][C:7]([O:8][CH2:9][C:10]([O:12]C)=[O:11])=[CH:6][CH:5]=1)([O-:3])=[O:2]. The catalyst is Cl. The product is [N+:1]([C:4]1[CH:5]=[CH:6][C:7]([O:8][CH2:9][C:10]([OH:12])=[O:11])=[CH:14][CH:15]=1)([O-:3])=[O:2]. The yield is 0.921. (5) The reactants are [CH3:1][N:2]1[C:6]([C:7]2[CH:12]=[CH:11][CH:10]=[CH:9][C:8]=2[C:13]([F:16])([F:15])[F:14])=[C:5]([CH3:17])[C:4]([C:18]([OH:20])=O)=[CH:3]1.C(Cl)(=O)C(Cl)=O.[CH3:27][S:28]([C:31]1[CH:37]=[CH:36][C:34]([NH2:35])=[CH:33][CH:32]=1)(=[O:30])=[O:29].CCN(C(C)C)C(C)C. The catalyst is C(Cl)Cl.C1COCC1. The product is [CH3:27][S:28]([C:31]1[CH:37]=[CH:36][C:34]([NH:35][C:18]([C:4]2[C:5]([CH3:17])=[C:6]([C:7]3[CH:12]=[CH:11][CH:10]=[CH:9][C:8]=3[C:13]([F:16])([F:14])[F:15])[N:2]([CH3:1])[CH:3]=2)=[O:20])=[CH:33][CH:32]=1)(=[O:29])=[O:30]. The yield is 0.280. (6) The reactants are [F:1][C:2]1[CH:3]=[CH:4][CH:5]=[C:6]2[C:11]=1[C:10]([O:12][C@H:13]1[CH2:17][CH2:16][N:15]([C:18]([O:20][C:21]([CH3:24])([CH3:23])[CH3:22])=[O:19])[CH2:14]1)=[N:9][C:8]([C:25]([NH:27][NH2:28])=[NH:26])=[CH:7]2.C1N=CN([C:34](N2C=NC=C2)=[O:35])C=1. The catalyst is O1CCOCC1. The product is [F:1][C:2]1[CH:3]=[CH:4][CH:5]=[C:6]2[C:11]=1[C:10]([O:12][C@H:13]1[CH2:17][CH2:16][N:15]([C:18]([O:20][C:21]([CH3:23])([CH3:24])[CH3:22])=[O:19])[CH2:14]1)=[N:9][C:8]([C:25]1[NH:26][C:34](=[O:35])[NH:28][N:27]=1)=[CH:7]2. The yield is 0.474. (7) The reactants are [CH2:1]([C:5]1[N:6]=[C:7]([CH2:27][CH2:28][O:29][CH3:30])[NH:8][C:9](=[O:26])[C:10]=1[CH2:11][C:12]1[CH:17]=[CH:16][C:15]([C:18]2[C:19]([C:24]#[N:25])=[CH:20][CH:21]=[CH:22][CH:23]=2)=[CH:14][CH:13]=1)[CH2:2][CH2:3][CH3:4].[O:31]1[C:35]2[CH:36]=[CH:37][C:38](B(O)O)=[CH:39][C:34]=2[CH2:33][CH2:32]1.N1C=CC=CC=1.C(N(CC)CC)C. The catalyst is C(OCC)(=O)C.C([O-])(=O)C.[Cu+2].C([O-])(=O)C.ClCCl. The product is [CH2:1]([C:5]1[N:6]=[C:7]([CH2:27][CH2:28][O:29][CH3:30])[N:8]([C:38]2[CH:37]=[CH:36][C:35]3[O:31][CH2:32][CH2:33][C:34]=3[CH:39]=2)[C:9](=[O:26])[C:10]=1[CH2:11][C:12]1[CH:17]=[CH:16][C:15]([C:18]2[C:19]([C:24]#[N:25])=[CH:20][CH:21]=[CH:22][CH:23]=2)=[CH:14][CH:13]=1)[CH2:2][CH2:3][CH3:4]. The yield is 0.720.